Dataset: Forward reaction prediction with 1.9M reactions from USPTO patents (1976-2016). Task: Predict the product of the given reaction. (1) Given the reactants [F:1][C:2]1[CH:7]=[C:6]([N+:8]([O-:10])=[O:9])[CH:5]=[C:4]([F:11])[C:3]=1F.[CH3:13][C:14]1[N:15]=[CH:16][NH:17][CH:18]=1.C(N(CC)CC)C, predict the reaction product. The product is: [F:11][C:4]1[CH:5]=[C:6]([N+:8]([O-:10])=[O:9])[CH:7]=[C:2]([F:1])[C:3]=1[N:17]1[CH:18]=[C:14]([CH3:13])[N:15]=[CH:16]1. (2) The product is: [F:26][C:22]1[CH:21]=[C:20]([S:17]([C:13]2[CH:12]=[C:11]3[C:16](=[CH:15][CH:14]=2)[C:7]([CH2:6][CH2:5][C:4]([OH:27])=[O:3])=[CH:8][CH:9]=[CH:10]3)(=[O:18])=[O:19])[CH:25]=[CH:24][CH:23]=1. Given the reactants C([O:3][C:4](=[O:27])[CH2:5][CH2:6][C:7]1[C:16]2[C:11](=[CH:12][C:13]([S:17]([C:20]3[CH:25]=[CH:24][CH:23]=[C:22]([F:26])[CH:21]=3)(=[O:19])=[O:18])=[CH:14][CH:15]=2)[CH:10]=[CH:9][CH:8]=1)C.[OH-].[Na+], predict the reaction product. (3) Given the reactants [CH3:1][C:2]1[N:3]([CH2:16][CH2:17][CH2:18][CH2:19][O:20][CH2:21][C:22]#[C:23][C:24]2[CH:29]=[CH:28][CH:27]=[CH:26][CH:25]=2)[C:4]2[C:13]3[CH:12]=[CH:11][CH:10]=[CH:9][C:8]=3[N:7]=[C:6]([NH2:14])[C:5]=2[N:15]=1, predict the reaction product. The product is: [CH3:1][C:2]1[N:3]([CH2:16][CH2:17][CH2:18][CH2:19][O:20][CH2:21][CH2:22][CH2:23][C:24]2[CH:29]=[CH:28][CH:27]=[CH:26][CH:25]=2)[C:4]2[C:13]3[CH:12]=[CH:11][CH:10]=[CH:9][C:8]=3[N:7]=[C:6]([NH2:14])[C:5]=2[N:15]=1. (4) Given the reactants Cl[C:2]1[CH:29]=[CH:28][C:5]([C:6]([NH:8][CH2:9][C:10]2[C:19](=[O:20])[C:18]3[C:13](=[CH:14][C:15]([Cl:21])=[CH:16][CH:17]=3)[N:12]([C:22]3[CH:27]=[CH:26][CH:25]=[CH:24][CH:23]=3)[CH:11]=2)=[O:7])=[CH:4][N:3]=1.[OH:30][CH:31]1[CH2:36][CH2:35][NH:34][CH2:33][CH2:32]1, predict the reaction product. The product is: [Cl:21][C:15]1[CH:14]=[C:13]2[C:18]([C:19](=[O:20])[C:10]([CH2:9][NH:8][C:6]([C:5]3[CH:28]=[CH:29][C:2]([N:34]4[CH2:35][CH2:36][CH:31]([OH:30])[CH2:32][CH2:33]4)=[N:3][CH:4]=3)=[O:7])=[CH:11][N:12]2[C:22]2[CH:23]=[CH:24][CH:25]=[CH:26][CH:27]=2)=[CH:17][CH:16]=1. (5) Given the reactants CC1(C)C=C(C)C2C(=CC=C(O[S:14](C(F)(F)F)(=O)=O)C=2)N1.F[C:23]1C=C[CH:26]=[CH:25][C:24]=1[C:29]1[CH:30]=[C:31]2[C:36](=[CH:37][CH:38]=1)[NH:35][C:34]([CH3:40])([CH3:39])[CH:33]=[C:32]2[CH2:41][S:42][CH2:43][CH2:44][C:45]1C=CC=CC=1.FC1C=CC=CC=1B(O)O.C1(CCS)C=CC=CC=1, predict the reaction product. The product is: [CH2:43]([S:42][CH2:41][C:32]1[C:31]2[C:36](=[CH:37][CH:38]=[C:29]([C:24]3[CH:25]=[CH:26][S:14][CH:23]=3)[CH:30]=2)[NH:35][C:34]([CH3:39])([CH3:40])[CH:33]=1)[CH:44]=[CH2:45]. (6) The product is: [F:20][C:21]([F:33])([F:34])[C:22]1[CH:23]=[C:24]([NH:25][CH2:2][C:3]([N:5]2[CH2:11][CH2:10][CH2:9][N:8]3[N:12]=[C:13]([C:15]([O:17][CH2:18][CH3:19])=[O:16])[CH:14]=[C:7]3[CH2:6]2)=[O:4])[CH:26]=[C:27]([C:29]([F:30])([F:32])[F:31])[CH:28]=1. Given the reactants Br[CH2:2][C:3]([N:5]1[CH2:11][CH2:10][CH2:9][N:8]2[N:12]=[C:13]([C:15]([O:17][CH2:18][CH3:19])=[O:16])[CH:14]=[C:7]2[CH2:6]1)=[O:4].[F:20][C:21]([F:34])([F:33])[C:22]1[CH:23]=[C:24]([CH:26]=[C:27]([C:29]([F:32])([F:31])[F:30])[CH:28]=1)[NH2:25].C([O-])([O-])=O.[K+].[K+], predict the reaction product. (7) Given the reactants C([NH:5][S:6]([C:9]1[CH:10]=[C:11]([C:15]2[CH:20]=[CH:19][CH:18]=[C:17]([C:21]3[CH:26]=[C:25]([C:27]4[CH:28]=[N:29][C:30]([C:33]([F:36])([F:35])[F:34])=[CH:31][CH:32]=4)[CH:24]=[C:23]([CH3:37])[N:22]=3)[CH:16]=2)[CH:12]=[CH:13][CH:14]=1)(=[O:8])=[O:7])(C)(C)C.C(O)(C(F)(F)F)=O, predict the reaction product. The product is: [CH3:37][C:23]1[N:22]=[C:21]([C:17]2[CH:16]=[C:15]([C:11]3[CH:12]=[CH:13][CH:14]=[C:9]([S:6]([NH2:5])(=[O:7])=[O:8])[CH:10]=3)[CH:20]=[CH:19][CH:18]=2)[CH:26]=[C:25]([C:27]2[CH:28]=[N:29][C:30]([C:33]([F:36])([F:34])[F:35])=[CH:31][CH:32]=2)[CH:24]=1. (8) The product is: [CH:1]1([S:4]([C:7]2[CH:12]=[CH:11][C:10]([CH:13]([O:17][C:18]3[CH:23]=[CH:22][C:21]([F:24])=[CH:20][C:19]=3[F:25])[C:14]([NH:59][C:60]3[S:61][CH:62]=[CH:63][N:64]=3)=[O:15])=[CH:9][CH:8]=2)(=[O:6])=[O:5])[CH2:2][CH2:3]1. Given the reactants [CH:1]1([S:4]([C:7]2[CH:12]=[CH:11][C:10]([CH:13]([O:17][C:18]3[CH:23]=[CH:22][C:21]([F:24])=[CH:20][C:19]=3[F:25])[C:14](O)=[O:15])=[CH:9][CH:8]=2)(=[O:6])=[O:5])[CH2:3][CH2:2]1.CN(C(ON1N=NC2C=CC=NC1=2)=[N+](C)C)C.F[P-](F)(F)(F)(F)F.CCN(C(C)C)C(C)C.[NH2:59][C:60]1[S:61][CH:62]=[CH:63][N:64]=1, predict the reaction product. (9) Given the reactants [OH:1][C@@:2]([C@@:11]1([CH3:18])[O:16][CH2:15][CH2:14][NH:13][C:12]1=[O:17])([CH3:10])[C:3]([O:5][C:6]([CH3:9])([CH3:8])[CH3:7])=[O:4].I[C:20]1[CH:24]=[CH:23][N:22]([C:25]2[CH:30]=[CH:29][N:28]=[N:27][CH:26]=2)[N:21]=1.C(=O)([O-])[O-].[Cs+].[Cs+].CN[C@@H]1CCCC[C@H]1NC, predict the reaction product. The product is: [OH:1][C@@:2]([C@@:11]1([CH3:18])[O:16][CH2:15][CH2:14][N:13]([C:20]2[CH:24]=[CH:23][N:22]([C:25]3[CH:30]=[CH:29][N:28]=[N:27][CH:26]=3)[N:21]=2)[C:12]1=[O:17])([CH3:10])[C:3]([O:5][C:6]([CH3:7])([CH3:8])[CH3:9])=[O:4]. (10) Given the reactants Cl.Cl.[NH:3]1[C:11]2[C:6](=[CH:7][C:8]([C:12]3[C:20]4[C:19]([NH2:21])=[N:18][CH:17]=[N:16][C:15]=4[N:14]([CH3:22])[CH:13]=3)=[CH:9][CH:10]=2)[CH2:5][CH2:4]1.CN(C(ON1N=NC2C=CC=NC1=2)=[N+](C)C)C.F[P-](F)(F)(F)(F)F.CCN(C(C)C)C(C)C.[F:56][C:57]1[CH:58]=[C:59]([CH2:67][C:68](O)=[O:69])[CH:60]=[C:61]([C:63]([F:66])([F:65])[F:64])[CH:62]=1, predict the reaction product. The product is: [F:56][C:57]1[CH:58]=[C:59]([CH2:67][C:68]([N:3]2[C:11]3[C:6](=[CH:7][C:8]([C:12]4[C:20]5[C:19]([NH2:21])=[N:18][CH:17]=[N:16][C:15]=5[N:14]([CH3:22])[CH:13]=4)=[CH:9][CH:10]=3)[CH2:5][CH2:4]2)=[O:69])[CH:60]=[C:61]([C:63]([F:65])([F:66])[F:64])[CH:62]=1.